This data is from Full USPTO retrosynthesis dataset with 1.9M reactions from patents (1976-2016). The task is: Predict the reactants needed to synthesize the given product. Given the product [CH3:1][O:2][C:3]([C:5]1[C:6]([C:18]2[CH:19]=[CH:20][C:21]([F:24])=[CH:22][CH:23]=2)([CH3:17])[N:7]=[C:8]([C:12]2[S:13][CH:14]=[CH:15][N:16]=2)[N:9]([C:30]([O:29][C:26]([CH3:28])([CH3:27])[CH3:25])=[O:31])[C:10]=1[CH3:11])=[O:4], predict the reactants needed to synthesize it. The reactants are: [CH3:1][O:2][C:3]([C:5]1[C:6]([C:18]2[CH:23]=[CH:22][C:21]([F:24])=[CH:20][CH:19]=2)([CH3:17])[N:7]=[C:8]([C:12]2[S:13][CH:14]=[CH:15][N:16]=2)[NH:9][C:10]=1[CH3:11])=[O:4].[CH3:25][C:26]([O:29][C:30](O[C:30]([O:29][C:26]([CH3:28])([CH3:27])[CH3:25])=[O:31])=[O:31])([CH3:28])[CH3:27].